This data is from Forward reaction prediction with 1.9M reactions from USPTO patents (1976-2016). The task is: Predict the product of the given reaction. (1) Given the reactants [C:1]1([CH3:7])[CH:6]=CC=CC=1.[C:8]([OH:13])(=[O:12])[C:9]([CH3:11])=[O:10].C(O)CC, predict the reaction product. The product is: [C:8]([O:13][CH2:6][CH2:1][CH3:7])(=[O:12])[C:9]([CH3:11])=[O:10]. (2) Given the reactants C(N(CC)CC)C.[C:8]([N:15]1[CH2:21][CH2:20][CH2:19][NH:18][CH2:17][CH2:16]1)([O:10][C:11]([CH3:14])([CH3:13])[CH3:12])=[O:9].[Br:22][C:23]1[CH:28]=[CH:27][C:26]([S:29](Cl)(=[O:31])=[O:30])=[CH:25][C:24]=1[CH3:33], predict the reaction product. The product is: [Br:22][C:23]1[CH:28]=[CH:27][C:26]([S:29]([N:18]2[CH2:19][CH2:20][CH2:21][N:15]([C:8]([O:10][C:11]([CH3:14])([CH3:13])[CH3:12])=[O:9])[CH2:16][CH2:17]2)(=[O:31])=[O:30])=[CH:25][C:24]=1[CH3:33]. (3) Given the reactants [Cl:1][C:2]1[N:3]=[C:4](Cl)[C:5]2[O:10][C:9]3[N:11]=[C:12]([C:16]4[CH:21]=[CH:20][CH:19]=[CH:18][CH:17]=4)[CH:13]=[C:14]([CH3:15])[C:8]=3[C:6]=2[N:7]=1.[CH3:23][CH2:24][O-:25].[Na+], predict the reaction product. The product is: [Cl:1][C:2]1[N:3]=[C:4]([O:25][CH2:24][CH3:23])[C:5]2[O:10][C:9]3[N:11]=[C:12]([C:16]4[CH:21]=[CH:20][CH:19]=[CH:18][CH:17]=4)[CH:13]=[C:14]([CH3:15])[C:8]=3[C:6]=2[N:7]=1. (4) Given the reactants [Cl:1][C:2]1[C:3]([F:11])=[C:4]([CH:8]=[CH:9][N:10]=1)[C:5]([OH:7])=[O:6].[CH3:12]O, predict the reaction product. The product is: [CH3:12][O:6][C:5](=[O:7])[C:4]1[CH:8]=[CH:9][N:10]=[C:2]([Cl:1])[C:3]=1[F:11].